This data is from Full USPTO retrosynthesis dataset with 1.9M reactions from patents (1976-2016). The task is: Predict the reactants needed to synthesize the given product. (1) Given the product [C@@H:11]1([N:6]2[CH:5]=[N:4][C:3]3[C:7]2=[N:8][CH:9]=[N:10][C:2]=3[N:20]2[CH2:25][CH2:24][S:23][CH2:22][CH2:21]2)[O:17][C@H:16]([CH2:18][OH:19])[C@@H:14]([OH:15])[C@H:12]1[OH:13], predict the reactants needed to synthesize it. The reactants are: Cl[C:2]1[N:10]=[CH:9][N:8]=[C:7]2[C:3]=1[N:4]=[CH:5][N:6]2[C@@H:11]1[O:17][C@H:16]([CH2:18][OH:19])[C@@H:14]([OH:15])[C@H:12]1[OH:13].[NH:20]1[CH2:25][CH2:24][S:23][CH2:22][CH2:21]1. (2) Given the product [C:22]([NH:26][C:19]([C:9]1[CH:8]=[C:7]([C:5]2[N:4]=[CH:3][N:2]([CH3:1])[CH:6]=2)[N:11]([C:12]2[CH:13]=[N:14][C:15]([CH3:18])=[CH:16][CH:17]=2)[N:10]=1)=[O:21])([CH3:25])([CH3:24])[CH3:23], predict the reactants needed to synthesize it. The reactants are: [CH3:1][N:2]1[CH:6]=[C:5]([C:7]2[N:11]([C:12]3[CH:13]=[N:14][C:15]([CH3:18])=[CH:16][CH:17]=3)[N:10]=[C:9]([C:19]([OH:21])=O)[CH:8]=2)[N:4]=[CH:3]1.[C:22]([NH2:26])([CH3:25])([CH3:24])[CH3:23]. (3) The reactants are: [C:1]1([OH:7])[CH:6]=[CH:5][CH:4]=[CH:3][CH:2]=1.[O-:8]O.[C:10]1([CH:16]([CH3:18])[CH3:17])[CH:15]=[CH:14][CH:13]=[CH:12][CH:11]=1.[CH3:19][C:20]([CH3:22])=[O:21]. Given the product [C:1]1([OH:7])[CH:6]=[CH:5][CH:4]=[CH:3][CH:2]=1.[C:20]([O:21][O:8][C:16]([C:10]1[CH:15]=[CH:14][CH:13]=[CH:12][CH:11]=1)([CH3:18])[CH3:17])([C:1]1[CH:6]=[CH:5][CH:4]=[CH:3][CH:2]=1)([CH3:22])[CH3:19], predict the reactants needed to synthesize it. (4) Given the product [Cl:1][C:2]1[CH:7]=[C:6]([C:8]2[O:9][C:38](=[O:39])[NH:11][N:10]=2)[CH:5]=[CH:4][C:3]=1[C:12]1[N:17]=[C:16]2[O:18][C:19]([CH3:29])([CH3:30])[CH2:20][CH:21]([NH:22][C:23](=[O:28])[C:24]([CH3:27])([CH3:25])[CH3:26])[C:15]2=[CH:14][C:13]=1[C:31]1[CH:32]=[CH:33][C:34]([Cl:37])=[CH:35][CH:36]=1, predict the reactants needed to synthesize it. The reactants are: [Cl:1][C:2]1[CH:7]=[C:6]([C:8]([NH:10][NH2:11])=[O:9])[CH:5]=[CH:4][C:3]=1[C:12]1[N:17]=[C:16]2[O:18][C:19]([CH3:30])([CH3:29])[CH2:20][CH:21]([NH:22][C:23](=[O:28])[C:24]([CH3:27])([CH3:26])[CH3:25])[C:15]2=[CH:14][C:13]=1[C:31]1[CH:36]=[CH:35][C:34]([Cl:37])=[CH:33][CH:32]=1.[C:38](Cl)(Cl)=[O:39]. (5) Given the product [OH:42][NH:43][C:28]([C@H:16]1[CH2:17][CH:18]([C:21]([N:23]2[CH2:24][CH2:25][CH2:26][CH2:27]2)=[O:22])[CH2:19][CH2:20][C@@H:15]1[C:13]([N:10]1[CH2:11][CH:12]=[C:7]([C:1]2[CH:2]=[CH:3][CH:4]=[CH:5][CH:6]=2)[CH2:8][CH2:9]1)=[O:14])=[O:29], predict the reactants needed to synthesize it. The reactants are: [C:1]1([CH:7]2[CH2:12][CH2:11][N:10]([C:13]([C@H:15]3[CH2:20][CH2:19][CH:18]([C:21]([N:23]4[CH2:27][CH2:26][CH2:25][CH2:24]4)=[O:22])[CH2:17][C@@H:16]3[C:28](OC)=[O:29])=[O:14])[CH2:9][CH2:8]2)[CH:6]=[CH:5][CH:4]=[CH:3][CH:2]=1.CN([P+]([O:42][N:43]1N=NC2C=CC=CC1=2)(N(C)C)N(C)C)C.F[P-](F)(F)(F)(F)F.Cl.C1(C2CCNCC=2)C=CC=CC=1.C(N(CC)C(C)C)(C)C.C([O-])(O)=O.[Na+].